From a dataset of Full USPTO retrosynthesis dataset with 1.9M reactions from patents (1976-2016). Predict the reactants needed to synthesize the given product. (1) Given the product [CH3:34][O:33][C:26]1[C:25]([OH:24])=[CH:32][CH:31]=[C:28](/[CH:29]=[CH:2]/[C:1]([CH2:4][C:5](/[CH:6]=[CH:38]/[C:37]2[CH:22]=[C:21]([O:44][CH3:43])[C:20]([OH:19])=[CH:35][CH:36]=2)=[O:7])=[O:3])[CH:27]=1, predict the reactants needed to synthesize it. The reactants are: [C:1]([CH2:4][C:5](=[O:7])[CH3:6])(=[O:3])[CH3:2].B([O:19][CH2:20][CH2:21][CH2:22]C)([O:19][CH2:20][CH2:21][CH2:22]C)[O:19][CH2:20][CH2:21][CH2:22]C.[OH:24][C:25]1[CH:32]=[CH:31][C:28]([CH:29]=O)=[CH:27][C:26]=1[O:33][CH3:34].[CH2:35](N)[CH2:36][CH2:37][CH3:38].CN([CH:43]=[O:44])C. (2) Given the product [Cl:1][C:2]1[CH:3]=[CH:4][C:5]([NH:8][C:9]([C:11]2[O:19][C:18]3[C:13](=[N:14][C:15]([C:20]([OH:22])=[O:21])=[CH:16][CH:17]=3)[C:12]=2[NH:24][C:25]([C@H:27]2[CH2:28][CH2:29][C@H:30]([N:33]3[CH2:38][CH2:37][O:36][CH2:35][C:34]3=[O:39])[CH2:31][CH2:32]2)=[O:26])=[O:10])=[N:6][CH:7]=1, predict the reactants needed to synthesize it. The reactants are: [Cl:1][C:2]1[CH:3]=[CH:4][C:5]([NH:8][C:9]([C:11]2[O:19][C:18]3[C:13](=[N:14][C:15]([C:20]([O:22]C)=[O:21])=[CH:16][CH:17]=3)[C:12]=2[NH:24][C:25]([C@H:27]2[CH2:32][CH2:31][C@H:30]([N:33]3[CH2:38][CH2:37][O:36][CH2:35][C:34]3=[O:39])[CH2:29][CH2:28]2)=[O:26])=[O:10])=[N:6][CH:7]=1.[OH-].[Na+].Cl. (3) Given the product [Br:13][C:14]1[CH:19]=[CH:18][N:17]=[C:16]([CH2:20][C:7]([C:6]2[CH:5]=[CH:4][C:3]([O:2][CH3:1])=[CH:12][CH:11]=2)=[O:9])[CH:15]=1, predict the reactants needed to synthesize it. The reactants are: [CH3:1][O:2][C:3]1[CH:12]=[CH:11][C:6]([C:7]([O:9]C)=O)=[CH:5][CH:4]=1.[Br:13][C:14]1[CH:19]=[CH:18][N:17]=[C:16]([CH3:20])[CH:15]=1.C[Si](C)(C)[N-][Si](C)(C)C.[Li+]. (4) Given the product [CH3:27][O:28][CH2:29][C:4]1([C:7]([O:9][CH2:10][CH3:11])=[O:8])[CH2:3][CH2:2][N:1]([C:12]([O:14][C:15]([CH3:17])([CH3:16])[CH3:18])=[O:13])[CH2:6][CH2:5]1, predict the reactants needed to synthesize it. The reactants are: [N:1]1([C:12]([O:14][C:15]([CH3:18])([CH3:17])[CH3:16])=[O:13])[CH2:6][CH2:5][CH:4]([C:7]([O:9][CH2:10][CH3:11])=[O:8])[CH2:3][CH2:2]1.[Li+].CC([N-]C(C)C)C.[CH3:27][O:28][CH2:29]Cl.C(OCC)(=O)C. (5) The reactants are: [NH2:1][C:2]1[CH:23]=[CH:22][C:5]([O:6][C:7]2[CH:8]=[CH:9][C:10]3[N:11]([CH:13]=[C:14]([NH:16][C:17]([CH:19]4[CH2:21][CH2:20]4)=[O:18])[N:15]=3)[CH:12]=2)=[C:4]([F:24])[CH:3]=1.[F:25][C:26]1[CH:31]=[CH:30][C:29]([C:32]2[C:33]([CH3:42])=[CH:34][CH:35]=[C:36]([C:39](O)=[O:40])[N+:37]=2[O-:38])=[CH:28][CH:27]=1.CN(C(ON1N=NC2C=CC=NC1=2)=[N+](C)C)C.F[P-](F)(F)(F)(F)F.C(N(CC)C(C)C)(C)C.C(=O)([O-])O.[Na+]. Given the product [CH:19]1([C:17]([NH:16][C:14]2[N:15]=[C:10]3[CH:9]=[CH:8][C:7]([O:6][C:5]4[CH:22]=[CH:23][C:2]([NH:1][C:39]([C:36]5[N+:37]([O-:38])=[C:32]([C:29]6[CH:30]=[CH:31][C:26]([F:25])=[CH:27][CH:28]=6)[C:33]([CH3:42])=[CH:34][CH:35]=5)=[O:40])=[CH:3][C:4]=4[F:24])=[CH:12][N:11]3[CH:13]=2)=[O:18])[CH2:21][CH2:20]1, predict the reactants needed to synthesize it.